Dataset: Reaction yield outcomes from USPTO patents with 853,638 reactions. Task: Predict the reaction yield, written as a fraction of the theoretical maximum amount of product (1.0 means a 100% yield; for example, 0.34 means a 34% yield). (1) The reactants are [N:1]([O-])=O.[Na+].[NH2:5][C:6]1[CH:15]=[CH:14][CH:13]=[C:12]2[C:7]=1[CH:8]=[CH:9][C:10]([OH:16])=[CH:11]2.[F:17][B-:18]([F:21])([F:20])[F:19].[H+]. The catalyst is O. The product is [F:17][B-:18]([F:21])([F:20])[F:19].[OH:16][C:10]1[CH:11]=[C:12]2[C:7](=[CH:8][CH:9]=1)[C:6]([N+:5]#[N:1])=[CH:15][CH:14]=[CH:13]2. The yield is 0.639. (2) The catalyst is CN(C=O)C.O. The yield is 0.546. The product is [Br:1][C:2]1[CH:3]=[C:4]([C:17]([O:19][CH3:20])=[O:18])[C:5]2[C:6]([CH3:15])=[CH:7][N:8]([CH:11]([CH2:13][CH3:14])[CH3:12])[C:9]=2[CH:10]=1. The reactants are [Br:1][C:2]1[CH:3]=[C:4]([C:17]([O:19][CH3:20])=[O:18])[C:5]2[C:6]([CH:15]=O)=[CH:7][N:8]([CH:11]([CH2:13][CH3:14])[CH3:12])[C:9]=2[CH:10]=1.O.C1(C)C=CC(S(O)(=O)=O)=CC=1.S1(CCCC1)(=O)=O.C([BH3-])#N.[Na+]. (3) The reactants are Br[CH2:2][C:3]1[CH:8]=[CH:7][C:6]([F:9])=[CH:5][C:4]=1[I:10].[N-:11]=[N+:12]=[N-:13].[Na+]. The catalyst is CN(C)C=O. The product is [N:11]([CH2:2][C:3]1[CH:8]=[CH:7][C:6]([F:9])=[CH:5][C:4]=1[I:10])=[N+:12]=[N-:13]. The yield is 0.970. (4) The product is [C:7]([C:6]1[CH:9]=[C:2]([F:1])[CH:3]=[CH:4][C:5]=1[O:10][C:11]1[CH:12]=[C:13]2[C:17](=[CH:18][CH:19]=1)[N:16]([CH2:21][C:22]([N:24]([CH3:26])[CH3:25])=[O:23])[N:15]=[CH:14]2)#[N:8]. The catalyst is CN(C=O)C.[I-].C([N+](CCCC)(CCCC)CCCC)CCC. The yield is 0.120. The reactants are [F:1][C:2]1[CH:3]=[CH:4][C:5]([O:10][C:11]2[CH:12]=[C:13]3[C:17](=[CH:18][CH:19]=2)[NH:16][N:15]=[CH:14]3)=[C:6]([CH:9]=1)[C:7]#[N:8].Cl[CH2:21][C:22]([N:24]([CH3:26])[CH3:25])=[O:23].C([O-])([O-])=O.[K+].[K+].